Dataset: Forward reaction prediction with 1.9M reactions from USPTO patents (1976-2016). Task: Predict the product of the given reaction. (1) Given the reactants [C:1]([CH2:3][C:4]1([N:18]2[CH:22]=[C:21]([C:23]3[CH:28]=[CH:27][N:26]=[C:25]4[N:29]([CH2:32][O:33][CH2:34][CH2:35][Si:36]([CH3:39])([CH3:38])[CH3:37])[CH:30]=[CH:31][C:24]=34)[CH:20]=[N:19]2)[CH2:7][N:6]([C:8]2[N:9]=[CH:10][C:11]([C:14]([O:16]C)=[O:15])=[N:12][CH:13]=2)[CH2:5]1)#[N:2].O.[OH-].[Li+].Cl, predict the reaction product. The product is: [C:1]([CH2:3][C:4]1([N:18]2[CH:22]=[C:21]([C:23]3[CH:28]=[CH:27][N:26]=[C:25]4[N:29]([CH2:32][O:33][CH2:34][CH2:35][Si:36]([CH3:37])([CH3:39])[CH3:38])[CH:30]=[CH:31][C:24]=34)[CH:20]=[N:19]2)[CH2:7][N:6]([C:8]2[N:9]=[CH:10][C:11]([C:14]([OH:16])=[O:15])=[N:12][CH:13]=2)[CH2:5]1)#[N:2]. (2) Given the reactants [Cl:1][C:2]1[CH:3]=[C:4]([NH:9][C:10]2[C:19]3[C:14](=[C:15]([OH:23])[CH:16]=[C:17]([N+:20]([O-:22])=[O:21])[CH:18]=3)[N:13]=[CH:12][C:11]=2[C:24]#[N:25])[CH:5]=[CH:6][C:7]=1[F:8].C(=O)([O-])[O-].[K+].[K+].[CH2:32](Br)[CH:33]=[CH2:34], predict the reaction product. The product is: [CH2:34]([O:23][C:15]1[CH:16]=[C:17]([N+:20]([O-:22])=[O:21])[CH:18]=[C:19]2[C:14]=1[N:13]=[CH:12][C:11]([C:24]#[N:25])=[C:10]2[NH:9][C:4]1[CH:5]=[CH:6][C:7]([F:8])=[C:2]([Cl:1])[CH:3]=1)[CH:33]=[CH2:32]. (3) Given the reactants [C:1]([O:5][C:6]([NH:8][C@H:9]1[CH2:17][N:16]2[C:12](=[N:13][C:14]3[CH:21]=[C:20]([C:22]([O:24]C)=[O:23])[CH:19]=[CH:18][C:15]=32)[CH2:11][C@@H:10]1[C:26]1[CH:31]=[C:30]([F:32])[C:29]([F:33])=[CH:28][C:27]=1[F:34])=[O:7])([CH3:4])([CH3:3])[CH3:2].[OH-].[Li+], predict the reaction product. The product is: [C:1]([O:5][C:6]([NH:8][C@H:9]1[CH2:17][N:16]2[C:12](=[N:13][C:14]3[CH:21]=[C:20]([C:22]([OH:24])=[O:23])[CH:19]=[CH:18][C:15]=32)[CH2:11][C@@H:10]1[C:26]1[CH:31]=[C:30]([F:32])[C:29]([F:33])=[CH:28][C:27]=1[F:34])=[O:7])([CH3:4])([CH3:2])[CH3:3]. (4) The product is: [OH:2][C:3]1[CH:8]=[CH:7][CH:6]=[CH:5][C:4]=1[C:9]1[N:10]=[C:11]([N:19]2[CH2:24][CH2:23][N:22]([C:25]([O:27][CH2:28][CH:29]([CH3:31])[CH3:30])=[O:26])[CH2:21][CH2:20]2)[C:12]2[C:17]([CH3:18])=[CH:16][S:15][C:13]=2[N:14]=1. Given the reactants C[O:2][C:3]1[CH:8]=[CH:7][CH:6]=[CH:5][C:4]=1[C:9]1[N:10]=[C:11]([N:19]2[CH2:24][CH2:23][N:22]([C:25]([O:27][CH2:28][CH:29]([CH3:31])[CH3:30])=[O:26])[CH2:21][CH2:20]2)[C:12]2[C:17]([CH3:18])=[CH:16][S:15][C:13]=2[N:14]=1.B(Br)(Br)Br.C([O-])(O)=O.[Na+], predict the reaction product. (5) Given the reactants [W:1].[NH:2]([S:10]([C:13]([F:16])([F:15])[F:14])(=[O:12])=[O:11])[S:3]([C:6]([F:9])([F:8])[F:7])(=[O:5])=[O:4], predict the reaction product. The product is: [NH:2]([S:3]([C:6]([F:9])([F:7])[F:8])(=[O:5])=[O:4])[S:10]([C:13]([F:16])([F:15])[F:14])(=[O:12])=[O:11].[NH:2]([S:3]([C:6]([F:9])([F:7])[F:8])(=[O:5])=[O:4])[S:10]([C:13]([F:16])([F:15])[F:14])(=[O:12])=[O:11].[W:1]. (6) Given the reactants Br[C:2]1[C:3]([F:10])=[C:4]([NH2:9])[CH:5]=[CH:6][C:7]=1[F:8].C([Sn](CCCC)(CCCC)[C:16]1[CH:21]=[CH:20][CH:19]=[CH:18][N:17]=1)CCC.[Cl-].[Li+], predict the reaction product. The product is: [F:10][C:3]1[C:2]([C:16]2[CH:21]=[CH:20][CH:19]=[CH:18][N:17]=2)=[C:7]([F:8])[CH:6]=[CH:5][C:4]=1[NH2:9]. (7) Given the reactants CS([O:5][CH2:6][CH2:7][O:8][C:9]1[C:14]([Cl:15])=[CH:13][C:12]([CH3:16])=[CH:11][C:10]=1[Cl:17])(=O)=O.CN([CH:21]=[O:22])C.[C:23](=[O:26])([O-])[O-].[K+].[K+], predict the reaction product. The product is: [Cl:17][C:10]1[CH:11]=[C:12]([CH3:16])[CH:13]=[C:14]([Cl:15])[C:9]=1[O:8][CH2:7][CH2:6][O:5][C:9]1[CH:14]=[CH:13][C:12]([C:23]([O:22][CH3:21])=[O:26])=[CH:11][CH:10]=1. (8) Given the reactants [Br:1][C:2]1[CH:3]=[C:4]([N:9]2[C:13](=[O:14])[O:12][N:11]=[C:10]2[C:15]2[C:19]([NH:20][CH2:21][CH2:22][OH:23])=[N:18][O:17][N:16]=2)[CH:5]=[CH:6][C:7]=1[F:8].[CH3:24][S:25](Cl)(=[O:27])=[O:26].C(N(CC)CC)C, predict the reaction product. The product is: [CH3:24][S:25]([O:23][CH2:22][CH2:21][NH:20][C:19]1[C:15]([C:10]2[N:9]([C:4]3[CH:5]=[CH:6][C:7]([F:8])=[C:2]([Br:1])[CH:3]=3)[C:13](=[O:14])[O:12][N:11]=2)=[N:16][O:17][N:18]=1)(=[O:27])=[O:26].